Predict the product of the given reaction. From a dataset of Forward reaction prediction with 1.9M reactions from USPTO patents (1976-2016). (1) Given the reactants CCN(C(C)C)C(C)C.[F:10][C:11]([F:28])([F:27])[O:12][C:13]1[CH:14]=[CH:15][CH:16]=[C:17]2[C:22]=1[O:21][C:20](=[O:23])[C:19]([C:24]([OH:26])=O)=[CH:18]2.CN(C(ON1N=NC2C=CC=NC1=2)=[N+](C)C)C.F[P-](F)(F)(F)(F)F.[CH2:53]([O:55][C:56]1[CH:61]=[CH:60][C:59]([C:62]2[CH:67]=[CH:66][CH:65]=[C:64]([NH2:68])[CH:63]=2)=[CH:58][CH:57]=1)[CH3:54], predict the reaction product. The product is: [CH2:53]([O:55][C:56]1[CH:57]=[CH:58][C:59]([C:62]2[CH:67]=[CH:66][CH:65]=[C:64]([NH:68][C:24]([C:19]3[C:20](=[O:23])[O:21][C:22]4[C:17]([CH:18]=3)=[CH:16][CH:15]=[CH:14][C:13]=4[O:12][C:11]([F:10])([F:28])[F:27])=[O:26])[CH:63]=2)=[CH:60][CH:61]=1)[CH3:54]. (2) Given the reactants C([O:8][CH:9]1[CH2:13][N:12]([C:14]([O:16][C:17]([CH3:20])([CH3:19])[CH3:18])=[O:15])[CH:11]([CH2:21][O:22][C:23]2[CH:33]=[CH:32][C:26]([C:27]([O:29][CH2:30][CH3:31])=[O:28])=[CH:25][C:24]=2[O:34][CH3:35])[CH2:10]1)C1C=CC=CC=1, predict the reaction product. The product is: [C:17]([O:16][C:14]([N:12]1[CH2:13][CH:9]([OH:8])[CH2:10][CH:11]1[CH2:21][O:22][C:23]1[CH:33]=[CH:32][C:26]([C:27]([O:29][CH2:30][CH3:31])=[O:28])=[CH:25][C:24]=1[O:34][CH3:35])=[O:15])([CH3:20])([CH3:18])[CH3:19]. (3) Given the reactants [F:1][C:2]([F:12])([F:11])[C:3]1[N:8]=[CH:7][C:6]([CH2:9]O)=[CH:5][CH:4]=1.[CH:13]([N:16](CC)C(C)C)(C)C.S(Cl)(Cl)=O.[C-]#N.[Na+], predict the reaction product. The product is: [F:1][C:2]([F:12])([F:11])[C:3]1[N:8]=[CH:7][C:6]([CH2:9][C:13]#[N:16])=[CH:5][CH:4]=1. (4) Given the reactants C([N:8]1[CH2:13][CH2:12][CH:11]([O:14][CH:15]([C:23]2[CH:28]=[CH:27][C:26]([Cl:29])=[CH:25][CH:24]=2)[C:16]2[CH:21]=[CH:20][C:19]([Cl:22])=[CH:18][CH:17]=2)[CH2:10][CH2:9]1)C1C=CC=CC=1.ClC1C=CC=CC=1C(OC1CCNCC1)C1C=CC(Cl)=CC=1, predict the reaction product. The product is: [Cl:22][C:19]1[CH:20]=[CH:21][C:16]([CH:15]([O:14][CH:11]2[CH2:12][CH2:13][NH:8][CH2:9][CH2:10]2)[C:23]2[CH:24]=[CH:25][C:26]([Cl:29])=[CH:27][CH:28]=2)=[CH:17][CH:18]=1. (5) Given the reactants [OH-:1].[Ca+2:2].[OH-].[C:4](=[O:7])([O-:6])[O-:5].[Ca+2], predict the reaction product. The product is: [C:4](=[O:5])([O-:7])[O-:6].[Ca+2:2].[O-2:1].[Ca+2:2].[C:4](=[O:6])=[O:5].